Dataset: Full USPTO retrosynthesis dataset with 1.9M reactions from patents (1976-2016). Task: Predict the reactants needed to synthesize the given product. (1) Given the product [CH3:22][C:2]([CH3:1])([CH2:10][CH2:11][CH2:12][CH2:13][CH2:14][O:15][CH:16]1[CH2:21][CH2:20][CH2:19][CH2:18][O:17]1)[CH2:3][CH2:4][C:5]([O:7][CH2:8][CH3:9])=[O:6], predict the reactants needed to synthesize it. The reactants are: [CH3:1][C:2]([CH3:22])([CH2:10][CH2:11][CH2:12][CH2:13][CH2:14][O:15][CH:16]1[CH2:21][CH2:20][CH2:19][CH2:18][O:17]1)/[CH:3]=[CH:4]/[C:5]([O:7][CH2:8][CH3:9])=[O:6]. (2) Given the product [Br:43][C:44]1[CH:52]=[C:51](/[CH:53]=[CH:54]/[CH:55]([C:60]2[CH:61]=[C:62]([Cl:68])[C:63]([Cl:67])=[C:64]([Cl:66])[CH:65]=2)[C:56]([F:59])([F:58])[F:57])[CH:50]=[CH:49][C:45]=1[C:46]([NH:69][CH2:70][CH2:71][NH:72][C:73](=[O:79])[O:74][C:75]([CH3:76])([CH3:78])[CH3:77])=[O:47], predict the reactants needed to synthesize it. The reactants are: C1CN([P+](ON2N=NC3C=CC=CC2=3)(N2CCCC2)N2CCCC2)CC1.F[P-](F)(F)(F)(F)F.CCN(C(C)C)C(C)C.[Br:43][C:44]1[CH:52]=[C:51](/[CH:53]=[CH:54]/[CH:55]([C:60]2[CH:65]=[C:64]([Cl:66])[C:63]([Cl:67])=[C:62]([Cl:68])[CH:61]=2)[C:56]([F:59])([F:58])[F:57])[CH:50]=[CH:49][C:45]=1[C:46](O)=[O:47].[NH2:69][CH2:70][CH2:71][NH:72][C:73](=[O:79])[O:74][C:75]([CH3:78])([CH3:77])[CH3:76]. (3) Given the product [Br:1][C:2]1[N:3]=[C:4]([O:9][CH3:10])[C:5]([NH:8][S:20]([C:15]2[CH:16]=[CH:17][CH:18]=[CH:19][C:14]=2[O:13][C:12]([F:11])([F:24])[F:25])(=[O:22])=[O:21])=[N:6][CH:7]=1, predict the reactants needed to synthesize it. The reactants are: [Br:1][C:2]1[N:3]=[C:4]([O:9][CH3:10])[C:5]([NH2:8])=[N:6][CH:7]=1.[F:11][C:12]([F:25])([F:24])[O:13][C:14]1[CH:19]=[CH:18][CH:17]=[CH:16][C:15]=1[S:20](Cl)(=[O:22])=[O:21]. (4) Given the product [C:14]([C:16]1[CH:17]=[C:18]([CH:21]=[CH:22][CH:23]=1)[CH2:19][O:20][C:2]1[CH:7]=[N:6][CH:5]=[C:4]([N:8]2[CH2:13][CH2:12][NH:11][CH2:10][CH2:9]2)[N:3]=1)#[N:15], predict the reactants needed to synthesize it. The reactants are: Cl[C:2]1[CH:7]=[N:6][CH:5]=[C:4]([N:8]2[CH2:13][CH2:12][NH:11][CH2:10][CH2:9]2)[N:3]=1.[C:14]([C:16]1[CH:17]=[C:18]([CH:21]=[CH:22][CH:23]=1)[CH2:19][OH:20])#[N:15].